From a dataset of Full USPTO retrosynthesis dataset with 1.9M reactions from patents (1976-2016). Predict the reactants needed to synthesize the given product. (1) Given the product [CH3:22][O:23][C:24]1[CH:25]=[CH:26][CH:27]=[C:28]2[C:33]=1[CH:32]([NH:34][C:20]1[O:8][CH2:9][C:10]3[CH:15]=[C:14]([N+:16]([O-:18])=[O:17])[CH:13]=[CH:12][C:11]=3[N:19]=1)[CH2:31][CH2:30][CH2:29]2, predict the reactants needed to synthesize it. The reactants are: C([Si]([O:8][CH2:9][C:10]1[CH:15]=[C:14]([N+:16]([O-:18])=[O:17])[CH:13]=[CH:12][C:11]=1[N:19]=[C:20]=S)(C)C)(C)(C)C.[CH3:22][O:23][C:24]1[CH:25]=[CH:26][CH:27]=[C:28]2[C:33]=1[CH:32]([NH2:34])[CH2:31][CH2:30][CH2:29]2. (2) Given the product [CH2:26]([O:25][C:13]1[CH:12]=[C:11]([CH:16]=[CH:15][C:14]=1[N:17]1[CH2:21][C:20](=[O:22])[NH:19][S:18]1(=[O:23])=[O:24])[CH2:10][C:6]1[CH:5]=[C:4]([CH:9]=[CH:8][CH:7]=1)[C:3]([OH:33])=[O:2])[C:27]1[CH:28]=[CH:29][CH:30]=[CH:31][CH:32]=1, predict the reactants needed to synthesize it. The reactants are: C[O:2][C:3](=[O:33])[C:4]1[CH:9]=[CH:8][CH:7]=[C:6]([CH2:10][C:11]2[CH:16]=[CH:15][C:14]([N:17]3[CH2:21][C:20](=[O:22])[NH:19][S:18]3(=[O:24])=[O:23])=[C:13]([O:25][CH2:26][C:27]3[CH:32]=[CH:31][CH:30]=[CH:29][CH:28]=3)[CH:12]=2)[CH:5]=1.[Li+].[OH-].Cl. (3) Given the product [Cl:10][C:11]1[CH:16]=[CH:15][C:14]([C:17]2([C:21]([NH:1][NH2:2])=[O:22])[CH2:20][CH2:19][CH2:18]2)=[CH:13][CH:12]=1, predict the reactants needed to synthesize it. The reactants are: [NH2:1][NH2:2].C(N(CC)CC)C.[Cl:10][C:11]1[CH:16]=[CH:15][C:14]([C:17]2([C:21](F)=[O:22])[CH2:20][CH2:19][CH2:18]2)=[CH:13][CH:12]=1. (4) Given the product [F:11][C:10]([F:12])([F:13])[CH:6]([CH2:5][S:4][CH3:1])[C:7]([OH:9])=[O:8], predict the reactants needed to synthesize it. The reactants are: [C:1]([S:4][CH2:5][CH:6]([C:10]([F:13])([F:12])[F:11])[C:7]([OH:9])=[O:8])(=O)C.[OH-].[K+].CI. (5) The reactants are: Cl[C:2]1[N:7]=[C:6]([C:8]2[S:12][CH:11]=[N:10][C:9]=2[C:13]2[CH:14]=[C:15]([NH:19][S:20]([C:23]3[C:28]([F:29])=[CH:27][CH:26]=[CH:25][C:24]=3[F:30])(=[O:22])=[O:21])[CH:16]=[CH:17][CH:18]=2)[CH:5]=[CH:4][N:3]=1. Given the product [F:30][C:24]1[CH:25]=[CH:26][CH:27]=[C:28]([F:29])[C:23]=1[S:20]([NH:19][C:15]1[CH:16]=[CH:17][CH:18]=[C:13]([C:9]2[N:10]=[CH:11][S:12][C:8]=2[C:6]2[CH:5]=[CH:4][N:3]=[C:2]([NH:10][CH2:9][CH:13]([CH3:14])[CH3:18])[N:7]=2)[CH:14]=1)(=[O:22])=[O:21], predict the reactants needed to synthesize it. (6) Given the product [Br:22][CH2:13][C:12]1[C:11]([F:14])=[CH:10][C:4]([C:5]([O:7][CH2:8][CH3:9])=[O:6])=[CH:3][C:2]=1[Cl:1], predict the reactants needed to synthesize it. The reactants are: [Cl:1][C:2]1[CH:3]=[C:4]([CH:10]=[C:11]([F:14])[C:12]=1[CH3:13])[C:5]([O:7][CH2:8][CH3:9])=[O:6].C1C(=O)N([Br:22])C(=O)C1.CC(N=NC(C#N)(C)C)(C#N)C. (7) Given the product [Cl:1][C:2]1[CH:7]=[CH:6][C:5]([CH2:8][C:9]2[C:14]3[CH:15]=[N:16][CH:17]=[CH:18][C:13]=3[C:12](=[O:19])[N:11]([CH2:20][C@H:21]3[CH2:25][CH2:24][CH2:23][N:22]3[CH2:36][CH2:35][CH2:34][NH:30][C:31](=[O:33])[O:32][C:5]([CH3:8])([CH3:6])[CH3:4])[N:10]=2)=[CH:4][CH:3]=1, predict the reactants needed to synthesize it. The reactants are: [Cl:1][C:2]1[CH:7]=[CH:6][C:5]([CH2:8][C:9]2[C:14]3[CH:15]=[N:16][CH:17]=[CH:18][C:13]=3[C:12](=[O:19])[N:11]([CH2:20][C@H:21]3[CH2:25][CH2:24][CH2:23][NH:22]3)[N:10]=2)=[CH:4][CH:3]=1.CC([N:30]([CH2:34][CH2:35][CH2:36]Br)[C:31](=[O:33])[O-:32])(C)C.C(=O)([O-])[O-].[K+].[K+].[I-].[Na+].